This data is from Catalyst prediction with 721,799 reactions and 888 catalyst types from USPTO. The task is: Predict which catalyst facilitates the given reaction. (1) Reactant: Cl.[CH3:2][NH:3][CH:4]1[CH2:9][CH2:8][N:7]([C:10]2[N:15]=[N:14][C:13]([C:16]#[N:17])=[CH:12][CH:11]=2)[CH2:6][CH2:5]1.[Cl:18][C:19]1[N:24]=[C:23](Cl)[C:22]([Cl:26])=[CH:21][N:20]=1.CCN(CC)CC. Product: [Cl:18][C:19]1[N:24]=[C:23]([N:3]([CH3:2])[CH:4]2[CH2:9][CH2:8][N:7]([C:10]3[N:15]=[N:14][C:13]([C:16]#[N:17])=[CH:12][CH:11]=3)[CH2:6][CH2:5]2)[C:22]([Cl:26])=[CH:21][N:20]=1. The catalyst class is: 14. (2) Reactant: [Br:1]N1C(=O)CCC1=O.[N+:9]([C:12]1[CH:17]=[CH:16][N:15]=[CH:14][C:13]=1[NH:18][C@@H:19]([CH3:22])[CH2:20][OH:21])([O-:11])=[O:10]. Product: [Br:1][C:16]1[N:15]=[CH:14][C:13]([NH:18][C@@H:19]([CH3:22])[CH2:20][OH:21])=[C:12]([N+:9]([O-:11])=[O:10])[CH:17]=1. The catalyst class is: 10. (3) Reactant: [Cl:1][C:2]1[CH:14]=[CH:13][CH:12]=[C:11](I)[C:3]=1[O:4][CH:5]1[CH2:10][CH2:9][CH2:8][CH2:7][O:6]1.[N:16]1[CH:21]=[CH:20][C:19](B(O)O)=[CH:18][CH:17]=1.C([O-])([O-])=O.[Na+].[Na+]. Product: [Cl:1][C:2]1[CH:14]=[CH:13][CH:12]=[C:11]([C:19]2[CH:20]=[CH:21][N:16]=[CH:17][CH:18]=2)[C:3]=1[OH:4].[Cl:1][C:2]1[C:3]([O:4][CH:5]2[CH2:10][CH2:9][CH2:8][CH2:7][O:6]2)=[C:11]([C:19]2[CH:20]=[CH:21][N:16]=[CH:17][CH:18]=2)[CH:12]=[CH:13][CH:14]=1. The catalyst class is: 12. (4) Reactant: FC1C=C(C(Cl)=O)C=CC=1.[CH3:11][O:12][C:13]1[CH:14]=[C:15]2[C:20](=[CH:21][C:22]=1[O:23][CH3:24])[N:19]=[CH:18][CH:17]=[C:16]2[O:25][C:26]1[CH:32]=[CH:31][C:29]([NH2:30])=[CH:28][C:27]=1[F:33].[F:34][C:35]1[CH:36]=[C:37]([C:41]([N:43]=[C:44]=[S:45])=[O:42])[CH:38]=[CH:39][CH:40]=1. Product: [F:34][C:35]1[CH:36]=[C:37]([C:41]([N:43]=[C:44]=[S:45])=[O:42])[CH:38]=[CH:39][CH:40]=1.[CH3:11][O:12][C:13]1[CH:14]=[C:15]2[C:20](=[CH:21][C:22]=1[O:23][CH3:24])[N:19]=[CH:18][CH:17]=[C:16]2[O:25][C:26]1[CH:32]=[CH:31][C:29]([NH:30][C:44]([NH:43][C:41](=[O:42])[C:37]2[CH:38]=[CH:39][CH:40]=[C:35]([F:34])[CH:36]=2)=[S:45])=[CH:28][C:27]=1[F:33]. The catalyst class is: 234. (5) Reactant: [OH:1][CH:2]([CH2:16][CH2:17][CH2:18][CH2:19][CH2:20][CH3:21])[CH2:3][CH2:4][CH2:5][CH2:6][CH2:7][CH2:8][CH2:9][CH2:10][CH2:11][CH2:12][C:13]([OH:15])=[O:14].N1C=CC=CC=1.[C:28](Cl)(=[O:31])[CH2:29][CH3:30].O. Product: [C:28]([O:1][CH:2]([CH2:16][CH2:17][CH2:18][CH2:19][CH2:20][CH3:21])[CH2:3][CH2:4][CH2:5][CH2:6][CH2:7][CH2:8][CH2:9][CH2:10][CH2:11][CH2:12][C:13]([OH:15])=[O:14])(=[O:31])[CH2:29][CH3:30]. The catalyst class is: 237. (6) Reactant: [NH2:1][CH2:2][C:3]1([OH:20])[CH2:8][CH2:7][N:6]([CH2:9][CH2:10][CH2:11][CH2:12][O:13][C:14]2[CH:19]=[CH:18][CH:17]=[CH:16][CH:15]=2)[CH2:5][CH2:4]1.OC1C=CC([C@@H](O)CN[C@H]2CC[C@H](NCCOCCC3C=CC=CC=3)CC2)=C2C=1NC(=O)C=C2.[CH2:55]([O:62][C:63]1[CH:64]=[CH:65][C:66]([C@@H:74]([O:77][Si:78]([C:81]([CH3:84])([CH3:83])[CH3:82])([CH3:80])[CH3:79])[CH2:75]Br)=[C:67]2[C:72]=1[NH:71][C:70](=[O:73])[CH:69]=[CH:68]2)[C:56]1[CH:61]=[CH:60][CH:59]=[CH:58][CH:57]=1.C(=O)([O-])[O-].[K+].[K+].[I-].[Na+]. Product: [CH2:55]([O:62][C:63]1[CH:64]=[CH:65][C:66]([C@@H:74]([O:77][Si:78]([C:81]([CH3:82])([CH3:84])[CH3:83])([CH3:80])[CH3:79])[CH2:75][NH:1][CH2:2][C:3]2([OH:20])[CH2:4][CH2:5][N:6]([CH2:9][CH2:10][CH2:11][CH2:12][O:13][C:14]3[CH:15]=[CH:16][CH:17]=[CH:18][CH:19]=3)[CH2:7][CH2:8]2)=[C:67]2[C:72]=1[NH:71][C:70](=[O:73])[CH:69]=[CH:68]2)[C:56]1[CH:57]=[CH:58][CH:59]=[CH:60][CH:61]=1. The catalyst class is: 16. (7) Reactant: Cl.[CH2:2]([O:4][C:5](=[O:20])[CH:6]([NH2:19])[CH2:7][C:8]1[C:16]2[C:11](=[CH:12][C:13]([F:18])=[C:14]([F:17])[CH:15]=2)[NH:10][CH:9]=1)[CH3:3].C1C=CC2N(O)N=NC=2C=1.[CH:31]([O:34][C:35]1[CH:43]=[CH:42][C:41]([C:44]#[C:45][C:46]2[CH:51]=[CH:50][CH:49]=[CH:48][C:47]=2[O:52][CH3:53])=[CH:40][C:36]=1[C:37](O)=[O:38])([CH3:33])[CH3:32].C(=O)(O)[O-]. Product: [CH2:2]([O:4][C:5](=[O:20])[CH:6]([NH:19][C:37](=[O:38])[C:36]1[CH:40]=[C:41]([C:44]#[C:45][C:46]2[CH:51]=[CH:50][CH:49]=[CH:48][C:47]=2[O:52][CH3:53])[CH:42]=[CH:43][C:35]=1[O:34][CH:31]([CH3:32])[CH3:33])[CH2:7][C:8]1[C:16]2[C:11](=[CH:12][C:13]([F:18])=[C:14]([F:17])[CH:15]=2)[NH:10][CH:9]=1)[CH3:3]. The catalyst class is: 607. (8) Reactant: [Cl:1][C:2]1[C:3]2[CH:18]=[CH:17][NH:16][C:4]=2[N:5]=[C:6]([S:8][C:9]2[CH:14]=[CH:13][C:12]([F:15])=[CH:11][CH:10]=2)[N:7]=1.[H-].[Na+].Cl[CH2:22][C:23]([N:25]([CH3:27])[CH3:26])=[O:24]. Product: [Cl:1][C:2]1[C:3]2[CH:18]=[CH:17][N:16]([CH2:22][C:23]([N:25]([CH3:27])[CH3:26])=[O:24])[C:4]=2[N:5]=[C:6]([S:8][C:9]2[CH:10]=[CH:11][C:12]([F:15])=[CH:13][CH:14]=2)[N:7]=1. The catalyst class is: 3.